Dataset: Full USPTO retrosynthesis dataset with 1.9M reactions from patents (1976-2016). Task: Predict the reactants needed to synthesize the given product. (1) Given the product [Cl:8][C:9]1[CH:10]=[C:11]2[C:15](=[CH:16][CH:17]=1)[NH:14][C:13]([S:25]([CH2:28][CH2:29][C:30]([N:32]1[CH2:33][CH2:34][CH:35]([CH2:38][CH2:39][N:40]3[CH:44]=[CH:43][N:42]=[C:41]3[CH3:45])[CH2:36][CH2:37]1)=[O:31])(=[O:27])=[O:26])=[CH:12]2, predict the reactants needed to synthesize it. The reactants are: FC(F)(F)C(O)=O.[Cl:8][C:9]1[CH:10]=[C:11]2[C:15](=[CH:16][CH:17]=1)[N:14](C(OC(C)(C)C)=O)[C:13]([S:25]([CH2:28][CH2:29][C:30]([N:32]1[CH2:37][CH2:36][CH:35]([CH2:38][CH2:39][N:40]3[CH:44]=[CH:43][N:42]=[C:41]3[CH3:45])[CH2:34][CH2:33]1)=[O:31])(=[O:27])=[O:26])=[CH:12]2.C(=O)([O-])[O-].[K+].[K+]. (2) Given the product [CH3:13][O:14][C:15](=[O:25])[NH:16][C:17]1[CH:22]=[CH:21][C:20]([F:23])=[C:19]([CH:28]=[O:27])[C:18]=1[F:24], predict the reactants needed to synthesize it. The reactants are: C(NC(C)C)(C)C.C([Li])CCC.[CH3:13][O:14][C:15](=[O:25])[NH:16][C:17]1[CH:22]=[CH:21][C:20]([F:23])=[CH:19][C:18]=1[F:24].Cl.[O:27]1CCC[CH2:28]1. (3) Given the product [CH2:1]([S:8][C:9]1[C:10]([C:11]2[O:17][CH2:16][CH2:15][O:14][N:13]=2)=[CH:18][CH:19]=[CH:20][N:21]=1)[C:2]1[CH:7]=[CH:6][CH:5]=[CH:4][CH:3]=1, predict the reactants needed to synthesize it. The reactants are: [CH2:1]([S:8][C:9]1[N:21]=[CH:20][CH:19]=[CH:18][C:10]=1[C:11]([NH:13][O:14][CH2:15][CH2:16][OH:17])=O)[C:2]1[CH:7]=[CH:6][CH:5]=[CH:4][CH:3]=1.S(Cl)(Cl)=O. (4) Given the product [Cl:7][C:8]1[C:13]([F:14])=[CH:12][CH:11]=[C:10]([Cl:15])[C:9]=1[C@@H:16]([OH:18])[CH3:17], predict the reactants needed to synthesize it. The reactants are: CC(C)([O-])C.[K+].[Cl:7][C:8]1[C:13]([F:14])=[CH:12][CH:11]=[C:10]([Cl:15])[C:9]=1[C:16](=[O:18])[CH3:17].[H][H]. (5) Given the product [N:3]1[C:4]2[CH:9]=[CH:8][N:7]=[CH:6][C:5]=2[NH:12][CH:2]=1, predict the reactants needed to synthesize it. The reactants are: Br[C:2]1[N:12](CC2C=CC(C(F)(F)F)=CC=2)[C:5]2[C:6](Cl)=[N:7][C:8](Cl)=[CH:9][C:4]=2[N:3]=1.Cl.O1CCNC2CCCC12.[F-].[K+].CCN(C(C)C)C(C)C. (6) The reactants are: Br[C:2]1[CH:3]=[C:4]([C:9]2[N:10]=[C:11]([CH:21]([CH3:23])[CH3:22])[NH:12][C:13]=2[C:14]2[CH:19]=[CH:18][CH:17]=[C:16]([CH3:20])[N:15]=2)[CH:5]=[CH:6][C:7]=1[F:8].CC1(C)C(C)(C)OB([C:32]2[CH:44]=[CH:43][C:35]([CH2:36][N:37]3[CH2:42][CH2:41][O:40][CH2:39][CH2:38]3)=[CH:34][CH:33]=2)O1. Given the product [F:8][C:7]1[CH:6]=[CH:5][C:4]([C:9]2[NH:10][C:11]([CH:21]([CH3:23])[CH3:22])=[N:12][C:13]=2[C:14]2[CH:19]=[CH:18][CH:17]=[C:16]([CH3:20])[N:15]=2)=[CH:3][C:2]=1[C:32]1[CH:33]=[CH:34][C:35]([CH2:36][N:37]2[CH2:42][CH2:41][O:40][CH2:39][CH2:38]2)=[CH:43][CH:44]=1, predict the reactants needed to synthesize it.